The task is: Predict the product of the given reaction.. This data is from Forward reaction prediction with 1.9M reactions from USPTO patents (1976-2016). The product is: [CH:20]([C@H:21]1[CH2:25][CH2:24][C:23](=[O:26])[N:22]1[CH2:27][C:28]#[C:29][C:30]1[S:34][C:33]([C:35]([O:37][CH3:38])=[O:36])=[CH:32][CH:31]=1)=[O:19]. Given the reactants C([C@H]1CCC(=O)N1CCCCCCC(OC)=O)=O.[OH:19][CH2:20][C@H:21]1[CH2:25][CH2:24][C:23](=[O:26])[N:22]1[CH2:27][C:28]#[C:29][C:30]1[S:34][C:33]([C:35]([O:37][CH3:38])=[O:36])=[CH:32][CH:31]=1.ClCCl, predict the reaction product.